This data is from Full USPTO retrosynthesis dataset with 1.9M reactions from patents (1976-2016). The task is: Predict the reactants needed to synthesize the given product. (1) Given the product [C:1]([O:5][C:6](=[O:20])[C:7]([S:10][C:11]1[S:12][CH:13]=[C:14]([CH2:16][C:17]([NH:26][C:25]2[CH:27]=[CH:28][C:22]([Br:21])=[CH:23][CH:24]=2)=[O:19])[N:15]=1)([CH3:8])[CH3:9])([CH3:2])([CH3:3])[CH3:4], predict the reactants needed to synthesize it. The reactants are: [C:1]([O:5][C:6](=[O:20])[C:7]([S:10][C:11]1[S:12][CH:13]=[C:14]([CH2:16][C:17]([OH:19])=O)[N:15]=1)([CH3:9])[CH3:8])([CH3:4])([CH3:3])[CH3:2].[Br:21][C:22]1[CH:28]=[CH:27][C:25]([NH2:26])=[CH:24][CH:23]=1.CN(C)CCCN=C=NCC.O. (2) Given the product [CH2:1]([O:3][C:4](=[O:18])[C:5]1[CH:10]=[CH:9][C:8]([N:11]2[CH2:16][CH2:15][N:14]([C:23]3[C:24]4[C:29](=[CH:28][CH:27]=[CH:26][CH:25]=4)[C:20]([Cl:19])=[N:21][N:22]=3)[C@@H:13]([CH3:17])[CH2:12]2)=[N:7][CH:6]=1)[CH3:2], predict the reactants needed to synthesize it. The reactants are: [CH2:1]([O:3][C:4](=[O:18])[C:5]1[CH:10]=[CH:9][C:8]([N:11]2[CH2:16][CH2:15][NH:14][C@@H:13]([CH3:17])[CH2:12]2)=[N:7][CH:6]=1)[CH3:2].[Cl:19][C:20]1[C:29]2[C:24](=[CH:25][CH:26]=[CH:27][CH:28]=2)[C:23](Cl)=[N:22][N:21]=1.C(N(CC)CC)C. (3) Given the product [P:25]([O-:42])([O-:34])([O:24][C:22]1[CH:23]=[C:18](/[CH:17]=[CH:16]/[C:14]([NH:13][C:9]2[CH:10]=[CH:11][CH:12]=[C:7]([Cl:6])[CH:8]=2)=[O:15])[CH:19]=[CH:20][C:21]=1[O:43][CH3:44])=[O:26].[Na+:45].[Na+:45], predict the reactants needed to synthesize it. The reactants are: C[Si](Cl)(C)C.[Cl:6][C:7]1[CH:8]=[C:9]([NH:13][C:14](/[CH:16]=[CH:17]/[C:18]2[CH:19]=[CH:20][C:21]([O:43][CH3:44])=[C:22]([O:24][P:25](=[O:42])([O:34]CC3C=CC=CC=3)[O:26]CC3C=CC=CC=3)[CH:23]=2)=[O:15])[CH:10]=[CH:11][CH:12]=1.[Na+:45].[I-].C[O-].[Na+]. (4) Given the product [CH3:1][O:2][C:3]1[C:8]2[N:9]=[C:10]([NH:12][C:20]([N:33]3[CH2:34][CH2:35][C:30]([OH:29])([CH3:36])[CH2:31][CH2:32]3)=[O:21])[S:11][C:7]=2[C:6]([CH:13]2[CH2:18][CH2:17][O:16][CH2:15][CH2:14]2)=[CH:5][CH:4]=1, predict the reactants needed to synthesize it. The reactants are: [CH3:1][O:2][C:3]1[C:8]2[N:9]=[C:10]([NH2:12])[S:11][C:7]=2[C:6]([CH:13]2[CH2:18][CH2:17][O:16][CH2:15][CH2:14]2)=[CH:5][CH:4]=1.Cl[C:20](OC1C=CC=CC=1)=[O:21].[OH:29][C:30]1([CH3:36])[CH2:35][CH2:34][NH:33][CH2:32][CH2:31]1. (5) Given the product [N:8]1([CH2:14][C:15]2[S:21][C:20]([NH2:22])=[N:19][N:18]=2)[CH2:13][CH2:12][O:11][CH2:10][CH2:9]1, predict the reactants needed to synthesize it. The reactants are: FC(F)(F)C(O)=O.[N:8]1([CH2:14][C:15](O)=O)[CH2:13][CH2:12][O:11][CH2:10][CH2:9]1.[NH2:18][NH:19][C:20]([NH2:22])=[S:21].C(=O)([O-])[O-].[Na+].[Na+]. (6) The reactants are: [Br:1][C:2]1[C:7]([CH3:8])=[CH:6][N:5]=[C:4]([CH3:9])[CH:3]=1.ClC1C=CC=C(C(OO)=[O:18])C=1.C(=O)(O)[O-].[Na+].S([O-])([O-])=O.[Na+].[Na+]. Given the product [Br:1][C:2]1[C:7]([CH3:8])=[CH:6][N+:5]([O-:18])=[C:4]([CH3:9])[CH:3]=1, predict the reactants needed to synthesize it. (7) Given the product [NH2:1][C:2]1[CH:11]=[CH:10][C:9]([Cl:39])=[C:8]2[C:3]=1[CH:4]=[CH:5][C:6]([S:13]([OH:16])(=[O:15])=[O:14])=[CH:7]2, predict the reactants needed to synthesize it. The reactants are: [NH2:1][C:2]1[CH:11]=[CH:10][C:9](Br)=[C:8]2[C:3]=1[CH:4]=[CH:5][C:6]([S:13]([OH:16])(=[O:15])=[O:14])=[CH:7]2.C(OC(NC1C=CC=C2C=1C=CC(S(O)(=O)=O)=C2)=O)(C)(C)C.[Cl:39]N1C(=O)CCC1=O. (8) The reactants are: O[CH2:2][C:3]1[CH:8]=[CH:7][C:6]([CH2:9][CH2:10][N:11]2[CH:16]=[CH:15][C:14]([O:17][CH2:18][C:19]3[CH:24]=[CH:23][C:22]([CH3:25])=[CH:21][N:20]=3)=[CH:13][C:12]2=[O:26])=[CH:5][CH:4]=1.P(Br)(Br)[Br:28]. Given the product [Br:28][CH2:2][C:3]1[CH:8]=[CH:7][C:6]([CH2:9][CH2:10][N:11]2[CH:16]=[CH:15][C:14]([O:17][CH2:18][C:19]3[CH:24]=[CH:23][C:22]([CH3:25])=[CH:21][N:20]=3)=[CH:13][C:12]2=[O:26])=[CH:5][CH:4]=1, predict the reactants needed to synthesize it. (9) Given the product [NH:22]([C:2]1[CH:7]=[N:6][C:5]([C:8]2[CH:13]=[CH:12][C:11]([O:14][C:15]3[CH:20]=[CH:19][CH:18]=[CH:17][CH:16]=3)=[CH:10][CH:9]=2)=[CH:4][N:3]=1)[NH2:23], predict the reactants needed to synthesize it. The reactants are: Cl[C:2]1[CH:7]=[N:6][C:5]([C:8]2[CH:13]=[CH:12][C:11]([O:14][C:15]3[CH:20]=[CH:19][CH:18]=[CH:17][CH:16]=3)=[CH:10][CH:9]=2)=[CH:4][N:3]=1.O.[NH2:22][NH2:23]. (10) The reactants are: [CH2:1](Cl)[C:2]1[CH:7]=[CH:6][CH:5]=[CH:4][CH:3]=1.C(=O)([O-])[O-].[K+].[K+].Cl.[OH:16][C:17]([C:19]1[CH:32]=[CH:31][C:22]([C:23]([CH:25]2[CH2:30][CH2:29][NH:28][CH2:27][CH2:26]2)=[O:24])=[CH:21][CH:20]=1)=[O:18]. Given the product [CH2:1]([N:28]1[CH2:27][CH2:26][CH:25]([C:23]([C:22]2[CH:21]=[CH:20][C:19]([C:17]([O:16][CH2:1][C:2]3[CH:7]=[CH:6][CH:5]=[CH:4][CH:3]=3)=[O:18])=[CH:32][CH:31]=2)=[O:24])[CH2:30][CH2:29]1)[C:2]1[CH:7]=[CH:6][CH:5]=[CH:4][CH:3]=1, predict the reactants needed to synthesize it.